This data is from Reaction yield outcomes from USPTO patents with 853,638 reactions. The task is: Predict the reaction yield, written as a fraction of the theoretical maximum amount of product (1.0 means a 100% yield; for example, 0.34 means a 34% yield). The reactants are [F:1][C:2]1[CH:11]=[CH:10][C:9]2[N:8]=[CH:7][C:6](=[O:12])[N:5]3[CH2:13][CH:14]([NH:15][CH2:16][CH2:17][CH2:18][C@H:19]4[O:23][C:22](=[O:24])[N:21]([C:25]5[CH:26]=[CH:27][C:28]6[S:29][CH2:30][C:31](=[O:35])[NH:32][C:33]=6[N:34]=5)[CH2:20]4)[C:3]=1[C:4]=23.[CH3:36][C:37]([O:40][C:41](O[C:41]([O:40][C:37]([CH3:39])([CH3:38])[CH3:36])=[O:42])=[O:42])([CH3:39])[CH3:38]. The catalyst is C(Cl)Cl.CO.C1COCC1. The product is [C:37]([O:40][C:41](=[O:42])[N:15]([CH:14]1[C:3]2[C:4]3[N:5]([C:6](=[O:12])[CH:7]=[N:8][C:9]=3[CH:10]=[CH:11][C:2]=2[F:1])[CH2:13]1)[CH2:16][CH2:17][CH2:18][C@H:19]1[O:23][C:22](=[O:24])[N:21]([C:25]2[CH:26]=[CH:27][C:28]3[S:29][CH2:30][C:31](=[O:35])[NH:32][C:33]=3[N:34]=2)[CH2:20]1)([CH3:39])([CH3:38])[CH3:36]. The yield is 0.850.